This data is from Full USPTO retrosynthesis dataset with 1.9M reactions from patents (1976-2016). The task is: Predict the reactants needed to synthesize the given product. (1) Given the product [CH2:1]([C:8]1[CH:9]=[C:10]([CH:14]=[O:15])[S:11][C:12]=1[Cl:13])[C:2]1[CH:3]=[CH:4][CH:5]=[CH:6][CH:7]=1, predict the reactants needed to synthesize it. The reactants are: [CH2:1]([C:8]1[CH:9]=[C:10]([CH2:14][OH:15])[S:11][C:12]=1[Cl:13])[C:2]1[CH:7]=[CH:6][CH:5]=[CH:4][CH:3]=1.CC(OI1(OC(C)=O)(OC(C)=O)OC(=O)C2C=CC=CC1=2)=O. (2) Given the product [OH:12][CH2:11][CH2:10][S:8][C:5]1[CH:6]=[CH:7][C:2]([OH:1])=[CH:3][CH:4]=1, predict the reactants needed to synthesize it. The reactants are: [OH:1][C:2]1[CH:7]=[CH:6][C:5]([SH:8])=[CH:4][CH:3]=1.Br[CH2:10][CH2:11][OH:12].C([O-])([O-])=O.[K+].[K+]. (3) Given the product [CH3:1][C:2]1[NH:3][C:4]([C:14]2[CH:19]=[CH:18][CH:17]=[CH:16][C:15]=2[N+:20]([O-:22])=[O:21])=[CH:5][C:6]=1[C:7]([OH:9])=[O:8], predict the reactants needed to synthesize it. The reactants are: [CH3:1][C:2]1[NH:3][C:4]([C:14]2[CH:19]=[CH:18][CH:17]=[CH:16][C:15]=2[N+:20]([O-:22])=[O:21])=[CH:5][C:6]=1[C:7]([O:9]C(C)(C)C)=[O:8].Cl.